Task: Predict the product of the given reaction.. Dataset: Forward reaction prediction with 1.9M reactions from USPTO patents (1976-2016) (1) Given the reactants [Na+].[I-].[C:3]([O:7][C:8](=[O:37])[N:9]([CH3:36])[C@H:10]([C:12](=[O:35])[NH:13][C@@H:14]1[C:20](=[O:21])[NH:19][C:18]2[CH:22]=[C:23]([O:26][CH2:27][CH2:28][C:29]3[CH:34]=[CH:33][CH:32]=[CH:31][CH:30]=3)[CH:24]=[CH:25][C:17]=2[CH2:16][CH2:15]1)[CH3:11])([CH3:6])([CH3:5])[CH3:4].[CH2:38](Br)[C:39]1[CH:44]=[CH:43][CH:42]=[CH:41][CH:40]=1, predict the reaction product. The product is: [C:3]([O:7][C:8](=[O:37])[N:9]([C@H:10]([C:12](=[O:35])[NH:13][C@@H:14]1[C:20](=[O:21])[N:19]([CH2:38][C:39]2[CH:44]=[CH:43][CH:42]=[CH:41][CH:40]=2)[C:18]2[CH:22]=[C:23]([O:26][CH2:27][CH2:28][C:29]3[CH:30]=[CH:31][CH:32]=[CH:33][CH:34]=3)[CH:24]=[CH:25][C:17]=2[CH2:16][CH2:15]1)[CH3:11])[CH3:36])([CH3:6])([CH3:4])[CH3:5]. (2) Given the reactants [Cl:1][CH2:2][C:3]([C:5]1[CH:10]=[CH:9][C:8]([OH:11])=[C:7]([F:12])[CH:6]=1)=[O:4].C(=O)([O-])[O-].[K+].[K+].[CH2:19](Br)[C:20]1[CH:25]=[CH:24][CH:23]=[CH:22][CH:21]=1, predict the reaction product. The product is: [CH2:19]([O:11][C:8]1[CH:9]=[CH:10][C:5]([C:3](=[O:4])[CH2:2][Cl:1])=[CH:6][C:7]=1[F:12])[C:20]1[CH:25]=[CH:24][CH:23]=[CH:22][CH:21]=1. (3) The product is: [C:26]([O:30][C:31]([N:33]1[CH2:37][CH2:36][CH:35]([C:38]([C:7]2[CH:8]=[C:9]3[C:13](=[CH:14][CH:15]=2)[N:12]([Si:16]([CH:17]([CH3:18])[CH3:19])([CH:20]([CH3:22])[CH3:21])[CH:23]([CH3:24])[CH3:25])[CH:11]=[CH:10]3)=[O:43])[CH2:34]1)=[O:32])([CH3:29])([CH3:28])[CH3:27]. Given the reactants C([Li])(C)(C)C.Br[C:7]1[CH:8]=[C:9]2[C:13](=[CH:14][CH:15]=1)[N:12]([Si:16]([CH:23]([CH3:25])[CH3:24])([CH:20]([CH3:22])[CH3:21])[CH:17]([CH3:19])[CH3:18])[CH:11]=[CH:10]2.[C:26]([O:30][C:31]([N:33]1[CH2:37][CH2:36][CH:35]([C:38](=[O:43])N(OC)C)[CH2:34]1)=[O:32])([CH3:29])([CH3:28])[CH3:27], predict the reaction product. (4) Given the reactants COC1C=CC(C[N:8](CC2C=CC(OC)=CC=2)[C:9]2[N:14]=[C:13]([CH3:15])[N:12]=[C:11]([C:16]3[C:17]([NH:22][C:23]4[CH:24]=[C:25]([NH:30]S(C5C=CC(F)=CC=5)(=O)=O)[C:26]([Cl:29])=[N:27][CH:28]=4)=[N:18][CH:19]=[CH:20][CH:21]=3)[N:10]=2)=CC=1.FC(F)(F)C(O)=O.FC(F)(F)S(O)(=O)=O.C([O-])(O)=O.[Na+], predict the reaction product. The product is: [NH2:8][C:9]1[N:14]=[C:13]([CH3:15])[N:12]=[C:11]([C:16]2[C:17]([NH:22][C:23]3[CH:24]=[C:25]([NH2:30])[C:26]([Cl:29])=[N:27][CH:28]=3)=[N:18][CH:19]=[CH:20][CH:21]=2)[N:10]=1. (5) Given the reactants [C:1]1([CH:7]([NH:19][S:20]([C:23]2[CH:28]=[CH:27][CH:26]=[CH:25][CH:24]=2)(=[O:22])=[O:21])[C:8]([O:10][C@@H:11]2[CH:16]3[CH2:17][CH2:18][N:13]([CH2:14][CH2:15]3)[CH2:12]2)=[O:9])[CH:6]=[CH:5][CH:4]=[CH:3][CH:2]=1.[Cl:29][CH2:30][C:31]([C:33]1[CH:38]=[CH:37][CH:36]=[CH:35][CH:34]=1)=[O:32], predict the reaction product. The product is: [Cl-:29].[O:32]=[C:31]([C:33]1[CH:38]=[CH:37][CH:36]=[CH:35][CH:34]=1)[CH2:30][N+:13]12[CH2:14][CH2:15][CH:16]([CH2:17][CH2:18]1)[C@@H:11]([O:10][C:8](=[O:9])[CH:7]([C:1]1[CH:6]=[CH:5][CH:4]=[CH:3][CH:2]=1)[NH:19][S:20]([C:23]1[CH:28]=[CH:27][CH:26]=[CH:25][CH:24]=1)(=[O:22])=[O:21])[CH2:12]2.